This data is from NCI-60 drug combinations with 297,098 pairs across 59 cell lines. The task is: Regression. Given two drug SMILES strings and cell line genomic features, predict the synergy score measuring deviation from expected non-interaction effect. (1) Drug 1: CCCS(=O)(=O)NC1=C(C(=C(C=C1)F)C(=O)C2=CNC3=C2C=C(C=N3)C4=CC=C(C=C4)Cl)F. Drug 2: C1CCC(C(C1)N)N.C(=O)(C(=O)[O-])[O-].[Pt+4]. Cell line: MOLT-4. Synergy scores: CSS=26.7, Synergy_ZIP=-3.88, Synergy_Bliss=-3.33, Synergy_Loewe=-37.0, Synergy_HSA=-5.11. (2) Drug 1: C1=CC(=C2C(=C1NCCNCCO)C(=O)C3=C(C=CC(=C3C2=O)O)O)NCCNCCO. Drug 2: C#CCC(CC1=CN=C2C(=N1)C(=NC(=N2)N)N)C3=CC=C(C=C3)C(=O)NC(CCC(=O)O)C(=O)O. Cell line: COLO 205. Synergy scores: CSS=24.4, Synergy_ZIP=-1.21, Synergy_Bliss=-5.06, Synergy_Loewe=-4.55, Synergy_HSA=-4.48. (3) Drug 1: C1=NC(=NC(=O)N1C2C(C(C(O2)CO)O)O)N. Drug 2: CS(=O)(=O)CCNCC1=CC=C(O1)C2=CC3=C(C=C2)N=CN=C3NC4=CC(=C(C=C4)OCC5=CC(=CC=C5)F)Cl. Cell line: UACC-257. Synergy scores: CSS=2.40, Synergy_ZIP=-1.82, Synergy_Bliss=-0.365, Synergy_Loewe=-1.03, Synergy_HSA=-1.39. (4) Drug 1: CC1=C(C(=CC=C1)Cl)NC(=O)C2=CN=C(S2)NC3=CC(=NC(=N3)C)N4CCN(CC4)CCO. Drug 2: CNC(=O)C1=NC=CC(=C1)OC2=CC=C(C=C2)NC(=O)NC3=CC(=C(C=C3)Cl)C(F)(F)F. Cell line: HS 578T. Synergy scores: CSS=20.1, Synergy_ZIP=-3.61, Synergy_Bliss=4.59, Synergy_Loewe=-27.2, Synergy_HSA=2.96. (5) Drug 1: CC1C(C(=O)NC(C(=O)N2CCCC2C(=O)N(CC(=O)N(C(C(=O)O1)C(C)C)C)C)C(C)C)NC(=O)C3=C4C(=C(C=C3)C)OC5=C(C(=O)C(=C(C5=N4)C(=O)NC6C(OC(=O)C(N(C(=O)CN(C(=O)C7CCCN7C(=O)C(NC6=O)C(C)C)C)C)C(C)C)C)N)C. Drug 2: C1=NC2=C(N1)C(=S)N=CN2. Cell line: MDA-MB-435. Synergy scores: CSS=47.5, Synergy_ZIP=-1.29, Synergy_Bliss=-2.42, Synergy_Loewe=-1.08, Synergy_HSA=0.246. (6) Drug 1: CC(C)(C#N)C1=CC(=CC(=C1)CN2C=NC=N2)C(C)(C)C#N. Drug 2: C1CNP(=O)(OC1)N(CCCl)CCCl. Cell line: SK-MEL-5. Synergy scores: CSS=3.24, Synergy_ZIP=0.949, Synergy_Bliss=2.47, Synergy_Loewe=-95.3, Synergy_HSA=0.756. (7) Drug 1: CC1=C(C=C(C=C1)NC(=O)C2=CC=C(C=C2)CN3CCN(CC3)C)NC4=NC=CC(=N4)C5=CN=CC=C5. Drug 2: C1CN(CCN1C(=O)CCBr)C(=O)CCBr. Cell line: SK-OV-3. Synergy scores: CSS=2.95, Synergy_ZIP=-1.54, Synergy_Bliss=0.979, Synergy_Loewe=-2.29, Synergy_HSA=-1.98.